From a dataset of Full USPTO retrosynthesis dataset with 1.9M reactions from patents (1976-2016). Predict the reactants needed to synthesize the given product. (1) Given the product [CH:26]1([C:20]2[CH:21]=[CH:22][CH:23]=[CH:24][C:25]=2[O:4][C:1](=[O:3])[N:10]([CH3:11])[C@H:9]2[CH2:8][NH:7][C:6]2=[O:5])[CH2:27][CH2:28][CH2:29][CH2:30][CH2:31]1, predict the reactants needed to synthesize it. The reactants are: [C:1]([O-:4])(=[O:3])C.[O:5]=[C:6]1[C@@H:9]([NH3+:10])[CH2:8][NH:7]1.[CH3:11]CN(C(C)C)C(C)C.[CH:20]1([C:26]2[CH:31]=[CH:30][CH:29]=[CH:28][C:27]=2C2C=CN(C([O-])=O)C(=O)C=2C)[CH2:25][CH2:24][CH2:23][CH2:22][CH2:21]1. (2) Given the product [CH3:15][S:16]([O:1][CH2:2][CH2:3][C:4]1[C:13]([CH3:14])=[CH:12][C:7]2[C:8](=[O:11])[O:9][CH2:10][C:6]=2[CH:5]=1)(=[O:18])=[O:17], predict the reactants needed to synthesize it. The reactants are: [OH:1][CH2:2][CH2:3][C:4]1[C:13]([CH3:14])=[CH:12][C:7]2[C:8](=[O:11])[O:9][CH2:10][C:6]=2[CH:5]=1.[CH3:15][S:16](Cl)(=[O:18])=[O:17]. (3) Given the product [Cl:1][C:2]1[C:6]([N:7]([CH2:8][CH2:9][CH2:10][S:11][CH3:12])[C:25](=[O:27])[CH3:26])=[CH:5][N:4]([C:13]2[CH:14]=[N:15][CH:16]=[CH:17][CH:18]=2)[N:3]=1, predict the reactants needed to synthesize it. The reactants are: [Cl:1][C:2]1[C:6]([NH:7][CH2:8][CH2:9][CH2:10][S:11][CH3:12])=[CH:5][N:4]([C:13]2[CH:14]=[N:15][CH:16]=[CH:17][CH:18]=2)[N:3]=1.N1C=CC=CC=1.[C:25](OC(=O)C)(=[O:27])[CH3:26].O. (4) Given the product [C:1]([C:5]1[CH:6]=[CH:7][C:8]([S:11]([NH:14][C:15]2[C:20]([O:21][C:22]3[CH:27]=[CH:26][CH:25]=[CH:24][C:23]=3[O:28][CH3:29])=[C:19]([O:30][CH2:31][C:32]#[C:33][CH2:34][O:35][C:46]3[N:47]=[C:48]([O:53][CH3:54])[CH:49]=[C:44]([O:43][CH3:42])[N:45]=3)[N:18]=[C:17]([C:36]3[CH:37]=[CH:38][N:39]=[CH:40][CH:41]=3)[N:16]=2)(=[O:12])=[O:13])=[CH:9][CH:10]=1)([CH3:4])([CH3:2])[CH3:3], predict the reactants needed to synthesize it. The reactants are: [C:1]([C:5]1[CH:10]=[CH:9][C:8]([S:11]([NH:14][C:15]2[C:20]([O:21][C:22]3[CH:27]=[CH:26][CH:25]=[CH:24][C:23]=3[O:28][CH3:29])=[C:19]([O:30][CH2:31][C:32]#[C:33][CH2:34][OH:35])[N:18]=[C:17]([C:36]3[CH:41]=[CH:40][N:39]=[CH:38][CH:37]=3)[N:16]=2)(=[O:13])=[O:12])=[CH:7][CH:6]=1)([CH3:4])([CH3:3])[CH3:2].[CH3:42][O:43][CH:44]1[C:49](=S(=O)=O)[C:48]([O:53][CH3:54])=[N:47][C:46](C)=[N:45]1.C(=O)([O-])[O-].[K+].[K+]. (5) Given the product [F:8][CH2:9][CH:10]1[CH2:13][N:12]([CH2:2][CH2:3][OH:5])[CH2:11]1, predict the reactants needed to synthesize it. The reactants are: F[C:2](F)(F)[C:3]([OH:5])=O.[F:8][CH2:9][CH:10]1[CH2:13][NH:12][CH2:11]1.BrCCO.C(=O)([O-])[O-].[K+].[K+]. (6) Given the product [F:9][CH:5]([F:10])[O:11][CH2:12][C@H:13]([N:19]1[CH2:24][CH2:23][C@@H:22]([CH2:25][C:26]([O:28][CH3:46])=[O:27])[CH2:21][C@H:20]1[C:29]1[CH:34]=[CH:33][C:32]([C:35]([F:38])([F:36])[F:37])=[CH:31][CH:30]=1)[CH2:14][CH2:15][CH:16]([CH3:17])[CH3:18], predict the reactants needed to synthesize it. The reactants are: FS([C:5]([F:10])([F:9])C(O)=O)(=O)=O.[OH:11][CH2:12][C@H:13]([N:19]1[CH2:24][CH2:23][C@@H:22]([CH2:25][C:26]([OH:28])=[O:27])[CH2:21][C@H:20]1[C:29]1[CH:34]=[CH:33][C:32]([C:35]([F:38])([F:37])[F:36])=[CH:31][CH:30]=1)[CH2:14][CH2:15][CH:16]([CH3:18])[CH3:17].[O-]S([O-])(=O)=O.[Na+].[Na+].[CH3:46]C#N. (7) Given the product [CH3:1][O:2][C:3]1[CH:4]=[C:5]([CH3:24])[C:6]([S:10]([N:13]([CH2:15][C:16]2[O:20][CH:19]=[C:18]([C:21]([N:38]([CH3:37])[CH2:39][C:40]3[CH:41]=[CH:42][C:43]([C:46]4[CH:51]=[N:50][CH:49]=[N:48][CH:47]=4)=[CH:44][CH:45]=3)=[O:22])[CH:17]=2)[CH3:14])(=[O:12])=[O:11])=[C:7]([CH3:9])[CH:8]=1, predict the reactants needed to synthesize it. The reactants are: [CH3:1][O:2][C:3]1[CH:8]=[C:7]([CH3:9])[C:6]([S:10]([N:13]([CH2:15][C:16]2[O:20][CH:19]=[C:18]([C:21](O)=[O:22])[CH:17]=2)[CH3:14])(=[O:12])=[O:11])=[C:5]([CH3:24])[CH:4]=1.C1N=CN(C(N2C=NC=C2)=O)C=1.[CH3:37][NH:38][CH2:39][C:40]1[CH:45]=[CH:44][C:43]([C:46]2[CH:47]=[N:48][CH:49]=[N:50][CH:51]=2)=[CH:42][CH:41]=1. (8) Given the product [NH2:29][C:28]1[O:41][C:3]2[C:2]([NH2:1])=[CH:11][C:10]3[CH:9]=[CH:8][CH:7]=[CH:6][C:5]=3[C:4]=2[CH:19]([C:18]2[CH:17]=[C:16]([O:22][CH3:23])[C:15]([O:24][CH3:25])=[C:14]([Br:13])[CH:21]=2)[C:27]=1[C:26]#[N:30], predict the reactants needed to synthesize it. The reactants are: [NH2:1][C:2]1[CH:3]=[C:4](O)[C:5]2[C:10]([CH:11]=1)=[CH:9][CH:8]=[CH:7][CH:6]=2.[Br:13][C:14]1[C:15]([O:24][CH3:25])=[C:16]([O:22][CH3:23])[CH:17]=[C:18]([CH:21]=1)[CH:19]=O.[C:26](#[N:30])[CH2:27][C:28]#[N:29].C1N2CCN(CC2)C1.C([OH:41])C. (9) Given the product [Cl:1][C:2]1[CH:7]=[C:6]([N+:8]([O-:10])=[O:9])[CH:5]=[CH:4][C:3]=1[CH2:11][C:12]([OH:14])=[O:13], predict the reactants needed to synthesize it. The reactants are: [Cl:1][C:2]1[CH:7]=[C:6]([N+:8]([O-:10])=[O:9])[CH:5]=[CH:4][C:3]=1[CH:11](C(OC)=O)[C:12]([O:14]C)=[O:13].S(=O)(=O)(O)O.O. (10) Given the product [F:34][C:24]1[CH:25]=[C:26]([S:30]([CH3:33])(=[O:31])=[O:32])[C:27]([F:29])=[CH:28][C:23]=1[NH:22][C@H:18]1[CH2:19][CH2:20][CH2:21][N:16]([CH:13]2[CH2:14][CH2:15][N:10]([C:7]3[CH:6]=[CH:5][C:4]([CH:1]([OH:3])[CH3:2])=[CH:9][N:8]=3)[CH2:11][CH2:12]2)[C:17]1=[O:35], predict the reactants needed to synthesize it. The reactants are: [C:1]([C:4]1[CH:5]=[CH:6][C:7]([N:10]2[CH2:15][CH2:14][CH:13]([N:16]3[CH2:21][CH2:20][CH2:19][C@H:18]([NH:22][C:23]4[CH:28]=[C:27]([F:29])[C:26]([S:30]([CH3:33])(=[O:32])=[O:31])=[CH:25][C:24]=4[F:34])[C:17]3=[O:35])[CH2:12][CH2:11]2)=[N:8][CH:9]=1)(=[O:3])[CH3:2].[BH4-].[Na+].